Task: Predict the reactants needed to synthesize the given product.. Dataset: Full USPTO retrosynthesis dataset with 1.9M reactions from patents (1976-2016) (1) Given the product [C:14]([O:13][C:11]([NH:7][CH2:6][CH2:5][CH2:4][CH2:3][CH2:2][CH2:1][NH2:8])=[O:12])([CH3:17])([CH3:16])[CH3:15], predict the reactants needed to synthesize it. The reactants are: [CH2:1]([NH2:8])[CH2:2][CH2:3][CH2:4][CH2:5][CH2:6][NH2:7].[OH-].[Na+].[C:11](O[C:11]([O:13][C:14]([CH3:17])([CH3:16])[CH3:15])=[O:12])([O:13][C:14]([CH3:17])([CH3:16])[CH3:15])=[O:12].O. (2) Given the product [NH2:27][CH2:26][C:8]1([OH:20])[C:7]2[C:15](=[C:16]([CH3:19])[C:17]([CH3:18])=[C:5]([OH:4])[C:6]=2[CH3:21])[O:14][C:10]2([CH2:11][CH2:12][CH2:13]2)[CH2:9]1, predict the reactants needed to synthesize it. The reactants are: C([O:4][C:5]1[C:6]([CH3:21])=[C:7]2[C:15](=[C:16]([CH3:19])[C:17]=1[CH3:18])[O:14][C:10]1([CH2:13][CH2:12][CH2:11]1)[CH2:9][C:8]2=[O:20])(=O)C.C[Si]([C:26]#[N:27])(C)C.C1COCC1.[H-].[Al+3].[Li+].[H-].[H-].[H-]. (3) Given the product [Cl:9][CH2:8][CH2:20][C:19]1[CH:23]=[CH:24][C:16]([N+:13]([O-:15])=[O:14])=[CH:17][CH:18]=1, predict the reactants needed to synthesize it. The reactants are: N1[C:8]([Cl:9])=NC(Cl)=NC=1Cl.C(Cl)Cl.[N+:13]([C:16]1[CH:24]=[CH:23][C:19]([CH2:20]CO)=[CH:18][CH:17]=1)([O-:15])=[O:14]. (4) Given the product [CH2:1]([N:8]1[CH2:12][CH2:11][C@H:10]([N:24]2[CH2:28][CH2:27][CH2:26][CH2:25]2)[CH2:9]1)[C:2]1[CH:3]=[CH:4][CH:5]=[CH:6][CH:7]=1, predict the reactants needed to synthesize it. The reactants are: [CH2:1]([N:8]1[CH2:12][CH2:11][C@@H:10](OS(C2C=CC(C)=CC=2)(=O)=O)[CH2:9]1)[C:2]1[CH:7]=[CH:6][CH:5]=[CH:4][CH:3]=1.[NH:24]1[CH2:28][CH2:27][CH2:26][CH2:25]1. (5) Given the product [Cl:25][C:11]1[C:10]2[C:5](=[CH:6][C:7]([C:13]3[CH:18]=[CH:17][C:16]([S:19]([CH3:22])(=[O:21])=[O:20])=[CH:15][CH:14]=3)=[CH:8][CH:9]=2)[N:4]=[N:3][C:2]=1[I:1], predict the reactants needed to synthesize it. The reactants are: [I:1][C:2]1[C:11](=O)[C:10]2[C:5](=[CH:6][C:7]([C:13]3[CH:18]=[CH:17][C:16]([S:19]([CH3:22])(=[O:21])=[O:20])=[CH:15][CH:14]=3)=[CH:8][CH:9]=2)[NH:4][N:3]=1.O=P(Cl)(Cl)[Cl:25]. (6) Given the product [Cl:1][C:2]1[C:3]2[C:13]([F:14])=[CH:12][CH:11]=[CH:10][C:4]=2[S:5][C:6]=1[CH2:7][OH:8], predict the reactants needed to synthesize it. The reactants are: [Cl:1][C:2]1[C:3]2[C:13]([F:14])=[CH:12][CH:11]=[CH:10][C:4]=2[S:5][C:6]=1[C:7](Cl)=[O:8].[H-].[Al+3].[Li+].[H-].[H-].[H-].